From a dataset of NCI-60 drug combinations with 297,098 pairs across 59 cell lines. Regression. Given two drug SMILES strings and cell line genomic features, predict the synergy score measuring deviation from expected non-interaction effect. Drug 1: CC=C1C(=O)NC(C(=O)OC2CC(=O)NC(C(=O)NC(CSSCCC=C2)C(=O)N1)C(C)C)C(C)C. Drug 2: CCC1(C2=C(COC1=O)C(=O)N3CC4=CC5=C(C=CC(=C5CN(C)C)O)N=C4C3=C2)O.Cl. Cell line: 786-0. Synergy scores: CSS=38.9, Synergy_ZIP=3.70, Synergy_Bliss=1.72, Synergy_Loewe=-18.7, Synergy_HSA=0.652.